This data is from Full USPTO retrosynthesis dataset with 1.9M reactions from patents (1976-2016). The task is: Predict the reactants needed to synthesize the given product. (1) Given the product [OH:57][CH2:56][CH2:42][O:41][C:40](=[O:46])[NH:19][C:18]1[CH:20]=[CH:21][C:15]([C:13]2[N:12]=[C:11]3[N:22]([CH:25]4[CH2:26][CH2:27][N:28]([CH2:31][C:32]([F:34])([F:35])[F:33])[CH2:29][CH2:30]4)[N:23]=[CH:24][C:10]3=[C:9]([N:3]3[CH2:4][CH:5]4[O:8][CH:1]([CH2:7][CH2:6]4)[CH2:2]3)[N:14]=2)=[CH:16][CH:17]=1, predict the reactants needed to synthesize it. The reactants are: [CH:1]12[O:8][CH:5]([CH2:6][CH2:7]1)[CH2:4][N:3]([C:9]1[N:14]=[C:13]([C:15]3[CH:21]=[CH:20][C:18]([NH2:19])=[CH:17][CH:16]=3)[N:12]=[C:11]3[N:22]([CH:25]4[CH2:30][CH2:29][N:28]([CH2:31][C:32]([F:35])([F:34])[F:33])[CH2:27][CH2:26]4)[N:23]=[CH:24][C:10]=13)[CH2:2]2.ClC(Cl)(O[C:40](=[O:46])[O:41][C:42](Cl)(Cl)Cl)Cl.C(N(CC)CC)C.C(O)[CH2:56][OH:57]. (2) Given the product [OH:1][C@@H:2]([C:26]1[CH:31]=[CH:30][CH:29]=[CH:28][CH:27]=1)[C@@H:3]([NH:18][C:19](=[O:25])[O:20][C:21]([CH3:22])([CH3:24])[CH3:23])[C:4]1[CH:9]=[CH:8][CH:7]=[C:6]([C:10]#[C:11][C:12]2[CH:13]=[CH:14][CH:15]=[CH:16][CH:17]=2)[CH:5]=1, predict the reactants needed to synthesize it. The reactants are: [O:1]=[CH:2][C@@H:3]([NH:18][C:19](=[O:25])[O:20][C:21]([CH3:24])([CH3:23])[CH3:22])[C:4]1[CH:9]=[CH:8][CH:7]=[C:6]([C:10]#[C:11][C:12]2[CH:17]=[CH:16][CH:15]=[CH:14][CH:13]=2)[CH:5]=1.[C:26]1([Mg]Br)[CH:31]=[CH:30][CH:29]=[CH:28][CH:27]=1.C(OCC)(=O)C.CCCCCC. (3) Given the product [CH2:1]([O:3][C:4]([C@@H:6]1[C@@H:11]([NH2:12])[CH2:10][CH2:9][N:8]([CH2:20][CH2:21][C:22]2[CH:27]=[CH:26][C:25]([O:28][CH3:29])=[C:24]([O:30][CH3:31])[CH:23]=2)[CH2:7]1)=[O:5])[CH3:2], predict the reactants needed to synthesize it. The reactants are: [CH2:1]([O:3][C:4]([C@@H:6]1[C@@H:11]([NH:12]C(OC(C)(C)C)=O)[CH2:10][CH2:9][N:8]([CH2:20][CH2:21][C:22]2[CH:27]=[CH:26][C:25]([O:28][CH3:29])=[C:24]([O:30][CH3:31])[CH:23]=2)[CH2:7]1)=[O:5])[CH3:2].